Dataset: Peptide-MHC class II binding affinity with 134,281 pairs from IEDB. Task: Regression. Given a peptide amino acid sequence and an MHC pseudo amino acid sequence, predict their binding affinity value. This is MHC class II binding data. The peptide sequence is LGGLWTAVSPHLSPL. The MHC is DRB1_1001 with pseudo-sequence DRB1_1001. The binding affinity (normalized) is 0.608.